Dataset: Reaction yield outcomes from USPTO patents with 853,638 reactions. Task: Predict the reaction yield, written as a fraction of the theoretical maximum amount of product (1.0 means a 100% yield; for example, 0.34 means a 34% yield). (1) The reactants are [Cl:1][C:2]1[CH:7]=[CH:6][N:5]=[C:4]2[CH:8]=[CH:9][S:10][C:3]=12.[Li]CCCC.CCOCC.I[C:22]1[N:23]=[CH:24][N:25]([CH2:27][CH2:28][N:29]2[CH2:34][CH2:33][N:32]([C:35]([O:37][C:38]([CH3:41])([CH3:40])[CH3:39])=[O:36])[CH2:31][CH2:30]2)[CH:26]=1. The catalyst is C1COCC1.[Cl-].[Cl-].[Zn+2]. The product is [Cl:1][C:2]1[CH:7]=[CH:6][N:5]=[C:4]2[CH:8]=[C:9]([C:22]3[N:23]=[CH:24][N:25]([CH2:27][CH2:28][N:29]4[CH2:34][CH2:33][N:32]([C:35]([O:37][C:38]([CH3:41])([CH3:40])[CH3:39])=[O:36])[CH2:31][CH2:30]4)[CH:26]=3)[S:10][C:3]=12. The yield is 0.720. (2) The reactants are [CH3:1][O:2][CH2:3][C@@H:4]1[CH2:8][N:7]([C:9]([O:11][C:12]([CH3:15])([CH3:14])[CH3:13])=[O:10])[C@H:6]([C:16]2[NH:20][C:19]3[C:21]4[C:26]([CH:27]=[CH:28][C:18]=3[N:17]=2)=[CH:25][C:24]2[C:29]3[C:34]([CH2:35][O:36][C:23]=2[CH:22]=4)=[CH:33][C:32](B2OC(C)(C)C(C)(C)O2)=[CH:31][CH:30]=3)[CH2:5]1.Br[C:47]1[NH:51][C:50]([C@@H:52]2[CH2:56][C@H:55]([CH3:57])[CH2:54][N:53]2[C:58](=[O:68])[C@@H:59]([NH:63][C:64](=[O:67])[O:65][CH3:66])[CH:60]([CH3:62])[CH3:61])=[N:49][CH:48]=1.C(=O)([O-])[O-].[K+].[K+]. The catalyst is COCCOC.CN(C)C=O.[Pd].C1(P(C2C=CC=CC=2)C2C=CC=CC=2)C=CC=CC=1.C1(P(C2C=CC=CC=2)C2C=CC=CC=2)C=CC=CC=1.C1(P(C2C=CC=CC=2)C2C=CC=CC=2)C=CC=CC=1.C1(P(C2C=CC=CC=2)C2C=CC=CC=2)C=CC=CC=1.C1C=CC(P(C2C=CC=CC=2)[C-]2C=CC=C2)=CC=1.C1C=CC(P(C2C=CC=CC=2)[C-]2C=CC=C2)=CC=1.Cl[Pd]Cl.[Fe+2]. The product is [CH3:66][O:65][C:64]([NH:63][C@H:59]([C:58]([N:53]1[CH2:54][C@@H:55]([CH3:57])[CH2:56][C@H:52]1[C:50]1[NH:51][C:47]([C:32]2[CH:33]=[C:34]3[CH2:35][O:36][C:23]4[CH:22]=[C:21]5[C:26]([CH:27]=[CH:28][C:18]6[NH:17][C:16]([C@@H:6]7[CH2:5][C@H:4]([CH2:3][O:2][CH3:1])[CH2:8][N:7]7[C:9]([O:11][C:12]([CH3:13])([CH3:14])[CH3:15])=[O:10])=[N:20][C:19]=65)=[CH:25][C:24]=4[C:29]3=[CH:30][CH:31]=2)=[CH:48][N:49]=1)=[O:68])[CH:60]([CH3:62])[CH3:61])=[O:67]. The yield is 0.320. (3) The reactants are C(O)(C(F)(F)F)=O.[CH:8]([C:11]1[N:12]=[C:13]([C:16]2[CH:25]=[C:24]([O:26][CH:27]3[CH2:45][CH:44]4[N:29]([C:30](=[O:65])[N:31](CC5C=CC(OC)=CC=5)[CH2:32][CH2:33][CH2:34][CH2:35][CH2:36][CH:37]=[CH:38][CH:39]5[C:41]([C:47]([NH:49][S:50]([CH:53]6[CH2:55][CH2:54]6)(=[O:52])=[O:51])=[O:48])([NH:42][C:43]4=[O:46])[CH2:40]5)[CH2:28]3)[C:23]3[C:18](=[C:19]([CH3:68])[C:20]([O:66][CH3:67])=[CH:21][CH:22]=3)[N:17]=2)[S:14][CH:15]=1)([CH3:10])[CH3:9].O.C([O-])(O)=O.[Na+]. The catalyst is C(Cl)Cl. The product is [CH:8]([C:11]1[N:12]=[C:13]([C:16]2[CH:25]=[C:24]([O:26][CH:27]3[CH2:45][CH:44]4[N:29]([C:30](=[O:65])[NH:31][CH2:32][CH2:33][CH2:34][CH2:35][CH2:36][CH:37]=[CH:38][CH:39]5[C:41]([C:47]([NH:49][S:50]([CH:53]6[CH2:55][CH2:54]6)(=[O:52])=[O:51])=[O:48])([NH:42][C:43]4=[O:46])[CH2:40]5)[CH2:28]3)[C:23]3[C:18](=[C:19]([CH3:68])[C:20]([O:66][CH3:67])=[CH:21][CH:22]=3)[N:17]=2)[S:14][CH:15]=1)([CH3:10])[CH3:9]. The yield is 0.730. (4) The reactants are [Cl-].O[NH3+:3].[C:4](=[O:7])([O-])[OH:5].[Na+].CS(C)=O.[CH2:13]([C:17]1[N:22]2[N:23]=[C:24]([CH3:26])[N:25]=[C:21]2[N:20]([C@H:27]2[CH2:32][CH2:31][C@H:30]([O:33][CH:34]([CH3:39])[C:35]([OH:38])([CH3:37])[CH3:36])[CH2:29][CH2:28]2)[C:19](=[O:40])[C:18]=1[CH2:41][C:42]1[CH:47]=[CH:46][C:45]([C:48]2[C:49]([C:54]#[N:55])=[CH:50][CH:51]=[CH:52][CH:53]=2)=[CH:44][CH:43]=1)[CH2:14][CH2:15][CH3:16]. The catalyst is C(OCC)(=O)C. The product is [CH2:13]([C:17]1[N:22]2[N:23]=[C:24]([CH3:26])[N:25]=[C:21]2[N:20]([C@H:27]2[CH2:32][CH2:31][C@H:30]([O:33][CH:34]([CH3:39])[C:35]([OH:38])([CH3:37])[CH3:36])[CH2:29][CH2:28]2)[C:19](=[O:40])[C:18]=1[CH2:41][C:42]1[CH:47]=[CH:46][C:45]([C:48]2[CH:53]=[CH:52][CH:51]=[CH:50][C:49]=2[C:54]2[NH:3][C:4](=[O:7])[O:5][N:55]=2)=[CH:44][CH:43]=1)[CH2:14][CH2:15][CH3:16]. The yield is 0.430. (5) The reactants are [F:1][C:2]1([F:9])[CH2:7][CH2:6][CH:5]([NH2:8])[CH2:4][CH2:3]1.[CH:10](OCC)=[O:11]. No catalyst specified. The product is [F:1][C:2]1([F:9])[CH2:7][CH2:6][CH:5]([NH:8][CH:10]=[O:11])[CH2:4][CH2:3]1. The yield is 0.610. (6) The reactants are [CH3:1][CH:2]([CH2:14][CH3:15])[CH2:3][NH:4][CH2:5][C:6]1[S:10][C:9](B(O)O)=[CH:8][CH:7]=1.Br[C:17]1[CH:18]=[C:19]2[C:23](=[C:24]([C:26]([NH2:28])=[O:27])[CH:25]=1)[NH:22][CH:21]=[C:20]2[CH:29]1[CH2:34][CH2:33][N:32]([S:35]([CH2:38][CH3:39])(=[O:37])=[O:36])[CH2:31][CH2:30]1.C([O-])([O-])=O.[K+].[K+].O1CCOCC1. The yield is 0.170. The catalyst is C1C=CC([P]([Pd]([P](C2C=CC=CC=2)(C2C=CC=CC=2)C2C=CC=CC=2)([P](C2C=CC=CC=2)(C2C=CC=CC=2)C2C=CC=CC=2)[P](C2C=CC=CC=2)(C2C=CC=CC=2)C2C=CC=CC=2)(C2C=CC=CC=2)C2C=CC=CC=2)=CC=1.O. The product is [CH2:38]([S:35]([N:32]1[CH2:31][CH2:30][CH:29]([C:20]2[C:19]3[C:23](=[C:24]([C:26]([NH2:28])=[O:27])[CH:25]=[C:17]([C:9]4[S:10][C:6]([CH2:5][NH:4][CH2:3][CH:2]([CH3:1])[CH2:14][CH3:15])=[CH:7][CH:8]=4)[CH:18]=3)[NH:22][CH:21]=2)[CH2:34][CH2:33]1)(=[O:37])=[O:36])[CH3:39]. (7) The reactants are [CH3:1][C:2]1[S:3][C:4]2[C:10](=[O:11])[CH:9]([CH:12]=O)[CH2:8][CH2:7][C:5]=2[N:6]=1.[NH:14]1[CH2:19][CH2:18][O:17][CH2:16][CH2:15]1. The catalyst is C1(C)C=CC=CC=1. The product is [CH3:1][C:2]1[S:3][C:4]2[C:10](=[O:11])[C:9](=[CH:12][N:14]3[CH2:19][CH2:18][O:17][CH2:16][CH2:15]3)[CH2:8][CH2:7][C:5]=2[N:6]=1. The yield is 0.870.